Dataset: Forward reaction prediction with 1.9M reactions from USPTO patents (1976-2016). Task: Predict the product of the given reaction. (1) Given the reactants Br[C:2]1[CH:3]=[C:4]2[C:13](=[CH:14][CH:15]=1)[C:12]1[N:8]([CH:9]=[C:10]([C:16]3[N:20]([CH:21]([CH3:23])[CH3:22])[N:19]=[C:18]([CH3:24])[N:17]=3)[N:11]=1)[CH2:7][CH2:6][O:5]2.C[Si](C)(C)N[Si](C)(C)C.C[N:35]([CH:37]=[O:38])C, predict the reaction product. The product is: [CH3:24][C:18]1[N:17]=[C:16]([C:10]2[N:11]=[C:12]3[N:8]([CH:9]=2)[CH2:7][CH2:6][O:5][C:4]2[C:13]3=[CH:14][CH:15]=[C:2]([C:37]([NH2:35])=[O:38])[CH:3]=2)[N:20]([CH:21]([CH3:23])[CH3:22])[N:19]=1. (2) The product is: [Cl:1][C:2]1[CH:11]=[C:10]2[C:5]([CH:6]=[CH:7][N+:8]([O-:18])=[CH:9]2)=[CH:4][C:3]=1[F:12]. Given the reactants [Cl:1][C:2]1[CH:11]=[C:10]2[C:5]([CH:6]=[CH:7][N:8]=[CH:9]2)=[CH:4][C:3]=1[F:12].ClC1C=C(C=CC=1)C(OO)=[O:18], predict the reaction product.